From a dataset of Forward reaction prediction with 1.9M reactions from USPTO patents (1976-2016). Predict the product of the given reaction. Given the reactants [Br:1][C:2]1[CH:3]=[CH:4][C:5]2[N:9]=[C:8]([C:10](Cl)(Cl)Cl)[N:7]([C:14]3[CH:19]=[CH:18][N:17]=[C:16]([NH2:20])[N:15]=3)[C:6]=2[CH:21]=1.[NH:22]1[CH2:26][CH2:25][CH2:24][CH2:23]1.C(=O)([O-])[O-:28].[Cs+].[Cs+], predict the reaction product. The product is: [Br:1][C:2]1[CH:3]=[CH:4][C:5]2[N:9]=[C:8]([C:10]([N:22]3[CH2:26][CH2:25][CH2:24][CH2:23]3)=[O:28])[N:7]([C:14]3[CH:19]=[CH:18][N:17]=[C:16]([NH2:20])[N:15]=3)[C:6]=2[CH:21]=1.